Dataset: NCI-60 drug combinations with 297,098 pairs across 59 cell lines. Task: Regression. Given two drug SMILES strings and cell line genomic features, predict the synergy score measuring deviation from expected non-interaction effect. (1) Drug 1: CC12CCC3C(C1CCC2=O)CC(=C)C4=CC(=O)C=CC34C. Drug 2: CC1=C2C(C(=O)C3(C(CC4C(C3C(C(C2(C)C)(CC1OC(=O)C(C(C5=CC=CC=C5)NC(=O)C6=CC=CC=C6)O)O)OC(=O)C7=CC=CC=C7)(CO4)OC(=O)C)O)C)OC(=O)C. Cell line: SF-539. Synergy scores: CSS=34.6, Synergy_ZIP=-1.28, Synergy_Bliss=-1.83, Synergy_Loewe=-13.4, Synergy_HSA=-0.301. (2) Drug 1: COC1=CC(=CC(=C1O)OC)C2C3C(COC3=O)C(C4=CC5=C(C=C24)OCO5)OC6C(C(C7C(O6)COC(O7)C8=CC=CS8)O)O. Drug 2: CC12CCC3C(C1CCC2O)C(CC4=C3C=CC(=C4)O)CCCCCCCCCS(=O)CCCC(C(F)(F)F)(F)F. Cell line: A549. Synergy scores: CSS=42.7, Synergy_ZIP=1.25, Synergy_Bliss=0.774, Synergy_Loewe=-12.2, Synergy_HSA=2.67. (3) Drug 1: COC1=NC(=NC2=C1N=CN2C3C(C(C(O3)CO)O)O)N. Drug 2: CC1=C(C(=O)C2=C(C1=O)N3CC4C(C3(C2COC(=O)N)OC)N4)N. Cell line: NCI-H460. Synergy scores: CSS=38.5, Synergy_ZIP=3.87, Synergy_Bliss=1.37, Synergy_Loewe=-41.9, Synergy_HSA=-3.73. (4) Drug 1: CC1CCC2CC(C(=CC=CC=CC(CC(C(=O)C(C(C(=CC(C(=O)CC(OC(=O)C3CCCCN3C(=O)C(=O)C1(O2)O)C(C)CC4CCC(C(C4)OC)O)C)C)O)OC)C)C)C)OC. Drug 2: CS(=O)(=O)OCCCCOS(=O)(=O)C. Cell line: T-47D. Synergy scores: CSS=6.28, Synergy_ZIP=-2.33, Synergy_Bliss=5.52, Synergy_Loewe=-22.3, Synergy_HSA=-1.35. (5) Drug 1: CCC1=C2CN3C(=CC4=C(C3=O)COC(=O)C4(CC)O)C2=NC5=C1C=C(C=C5)O. Drug 2: CN(CC1=CN=C2C(=N1)C(=NC(=N2)N)N)C3=CC=C(C=C3)C(=O)NC(CCC(=O)O)C(=O)O. Cell line: TK-10. Synergy scores: CSS=30.6, Synergy_ZIP=-9.49, Synergy_Bliss=-10.6, Synergy_Loewe=-9.95, Synergy_HSA=-9.43. (6) Drug 1: C1CC2CC3=C(CC1C24CN(S(=O)(=O)N4)CC(F)(F)F)C=CC(=C3)C=CCN5CCC(CC5)C(F)(F)F. Drug 2: C1=CN(C(=O)N=C1N)C2C(C(C(O2)CO)O)(F)F. Cell line: NCIH23. Synergy scores: CSS=82.8, Synergy_ZIP=0.942, Synergy_Bliss=0.176, Synergy_Loewe=-1.52, Synergy_HSA=0.825. (7) Drug 1: C1CCN(CC1)CCOC2=CC=C(C=C2)C(=O)C3=C(SC4=C3C=CC(=C4)O)C5=CC=C(C=C5)O. Drug 2: C1=CN(C=N1)CC(O)(P(=O)(O)O)P(=O)(O)O. Cell line: HS 578T. Synergy scores: CSS=18.0, Synergy_ZIP=5.20, Synergy_Bliss=11.0, Synergy_Loewe=0.551, Synergy_HSA=5.75.